Regression/Classification. Given a drug SMILES string, predict its absorption, distribution, metabolism, or excretion properties. Task type varies by dataset: regression for continuous measurements (e.g., permeability, clearance, half-life) or binary classification for categorical outcomes (e.g., BBB penetration, CYP inhibition). Dataset: cyp2c9_veith. From a dataset of CYP2C9 inhibition data for predicting drug metabolism from PubChem BioAssay. The molecule is CCN(CC(=O)Nc1ccc(N2CCOCC2)cc1)Cc1nc2ccccc2c(=O)[nH]1. The result is 1 (inhibitor).